Dataset: Full USPTO retrosynthesis dataset with 1.9M reactions from patents (1976-2016). Task: Predict the reactants needed to synthesize the given product. (1) Given the product [S:8]1[CH:9]=[CH:10][CH:11]=[C:7]1[C:4]1[N:3]=[C:2]([N:15]2[CH2:14][CH2:13][N:12]([C:18]([O:20][C:21]([CH3:24])([CH3:23])[CH3:22])=[O:19])[CH2:17][CH2:16]2)[S:6][N:5]=1, predict the reactants needed to synthesize it. The reactants are: Cl[C:2]1[S:6][N:5]=[C:4]([C:7]2[S:8][CH:9]=[CH:10][CH:11]=2)[N:3]=1.[N:12]1([C:18]([O:20][C:21]([CH3:24])([CH3:23])[CH3:22])=[O:19])[CH2:17][CH2:16][NH:15][CH2:14][CH2:13]1.C(N(CC)CC)C.O. (2) Given the product [ClH:34].[C:31]([C:28]1[CH:29]=[CH:30][C:25]([N:6]2[C:7](=[O:24])[CH:8]=[C:9]([O:10][CH:11]3[CH2:12][CH2:13][NH:14][CH2:15][CH2:16]3)[C:4]([C:1]#[N:2])=[N:5]2)=[CH:26][C:27]=1[F:33])#[N:32], predict the reactants needed to synthesize it. The reactants are: [C:1]([C:4]1[C:9]([O:10][CH:11]2[CH2:16][CH2:15][N:14](C(OC(C)(C)C)=O)[CH2:13][CH2:12]2)=[CH:8][C:7](=[O:24])[N:6]([C:25]2[CH:30]=[CH:29][C:28]([C:31]#[N:32])=[C:27]([F:33])[CH:26]=2)[N:5]=1)(=O)[NH2:2].[ClH:34].O1CCOCC1.CCOCC.